From a dataset of Peptide-MHC class I binding affinity with 185,985 pairs from IEDB/IMGT. Regression. Given a peptide amino acid sequence and an MHC pseudo amino acid sequence, predict their binding affinity value. This is MHC class I binding data. (1) The peptide sequence is RTMPLSRFT. The MHC is HLA-B18:01 with pseudo-sequence HLA-B18:01. The binding affinity (normalized) is 0.0847. (2) The peptide sequence is SVRDLLDTA. The MHC is Patr-A0101 with pseudo-sequence Patr-A0101. The binding affinity (normalized) is 0. (3) The peptide sequence is KTVRYWHRF. The MHC is HLA-B18:01 with pseudo-sequence HLA-B18:01. The binding affinity (normalized) is 0.0847. (4) The peptide sequence is EHGIVIRAF. The MHC is HLA-A02:01 with pseudo-sequence HLA-A02:01. The binding affinity (normalized) is 0.0847. (5) The peptide sequence is AAVTLNRIK. The MHC is HLA-A03:01 with pseudo-sequence HLA-A03:01. The binding affinity (normalized) is 0.0336. (6) The peptide sequence is RVCAEMVAK. The MHC is HLA-B39:01 with pseudo-sequence HLA-B39:01. The binding affinity (normalized) is 0.0847. (7) The MHC is HLA-A02:01 with pseudo-sequence HLA-A02:01. The binding affinity (normalized) is 0.878. The peptide sequence is YLRGHTESI. (8) The peptide sequence is LLSIVVDINK. The MHC is HLA-A03:01 with pseudo-sequence HLA-A03:01. The binding affinity (normalized) is 0.428. (9) The peptide sequence is FYPINDDFY. The MHC is HLA-A01:01 with pseudo-sequence HLA-A01:01. The binding affinity (normalized) is 0.257. (10) The binding affinity (normalized) is 0.222. The peptide sequence is DIICEDAMY. The MHC is HLA-A68:01 with pseudo-sequence HLA-A68:01.